Dataset: Peptide-MHC class I binding affinity with 185,985 pairs from IEDB/IMGT. Task: Regression. Given a peptide amino acid sequence and an MHC pseudo amino acid sequence, predict their binding affinity value. This is MHC class I binding data. The peptide sequence is MHDPHSIPL. The MHC is HLA-A68:02 with pseudo-sequence HLA-A68:02. The binding affinity (normalized) is 0.0847.